Task: Predict which catalyst facilitates the given reaction.. Dataset: Catalyst prediction with 721,799 reactions and 888 catalyst types from USPTO (1) Reactant: [F:1][C:2]1[C:3]([O:49]C)=[CH:4][C:5]([CH2:44][C:45]([F:48])([F:47])[F:46])=[C:6]([C:8]2[N:13]=[C:12]3[NH:14][N:15]=[C:16]([C:17]4[NH:21][C:20]([CH:22]5[CH2:27][CH2:26][NH:25][CH2:24][CH2:23]5)=[N:19][N:18]=4)[C:11]3=[C:10]([NH:28][CH2:29][C:30]3[CH:35]=[C:34]([O:36]C)[CH:33]=[CH:32][C:31]=3[N:38]([CH3:43])[S:39]([CH3:42])(=[O:41])=[O:40])[N:9]=2)[CH:7]=1.C(N(CC)CC)C.C[Si]([N:62]=[C:63]=[O:64])(C)C.B(Br)(Br)Br. Product: [F:1][C:2]1[C:3]([OH:49])=[CH:4][C:5]([CH2:44][C:45]([F:46])([F:47])[F:48])=[C:6]([C:8]2[N:13]=[C:12]3[NH:14][N:15]=[C:16]([C:17]4[NH:21][C:20]([CH:22]5[CH2:23][CH2:24][N:25]([C:63]([NH2:62])=[O:64])[CH2:26][CH2:27]5)=[N:19][N:18]=4)[C:11]3=[C:10]([NH:28][CH2:29][C:30]3[CH:35]=[C:34]([OH:36])[CH:33]=[CH:32][C:31]=3[N:38]([CH3:43])[S:39]([CH3:42])(=[O:40])=[O:41])[N:9]=2)[CH:7]=1. The catalyst class is: 2. (2) Reactant: [CH2:1]([N:3]1[C:11]2[CH:10]=[CH:9][N:8]=[CH:7][C:6]=2[N:5]=[C:4]1[C:12]1[C:13]([NH2:18])=[N:14][CH:15]=[CH:16][N:17]=1)[CH3:2].[Br:19]N1C(=O)CCC1=O.S([O-])([O-])=O.[Na+].[Na+]. Product: [Br:19][C:16]1[N:17]=[C:12]([C:4]2[N:3]([CH2:1][CH3:2])[C:11]3[CH:10]=[CH:9][N:8]=[CH:7][C:6]=3[N:5]=2)[C:13]([NH2:18])=[N:14][CH:15]=1. The catalyst class is: 1. (3) Reactant: [NH2:1][CH:2]([CH2:12][C:13]1[CH:26]=[CH:25][C:16]2[O:17][C:18]([F:24])([F:23])[C:19]([F:22])([F:21])[O:20][C:15]=2[CH:14]=1)[CH:3]([C:5]1[CH:10]=[CH:9][C:8]([F:11])=[CH:7][CH:6]=1)[OH:4].[F:27][C:28]1[C:37]2[C:32](=[CH:33][CH:34]=[CH:35][CH:36]=2)[C:31]([C:38](O)=[O:39])=[CH:30][CH:29]=1.Cl.C(N=C=NCCCN(C)C)C.O.ON1C2C=CC=CC=2N=N1. Product: [F:27][C:28]1[C:37]2[C:32](=[CH:33][CH:34]=[CH:35][CH:36]=2)[C:31]([C:38]([NH:1][CH:2]([CH2:12][C:13]2[CH:26]=[CH:25][C:16]3[O:17][C:18]([F:24])([F:23])[C:19]([F:22])([F:21])[O:20][C:15]=3[CH:14]=2)[CH:3]([C:5]2[CH:6]=[CH:7][C:8]([F:11])=[CH:9][CH:10]=2)[OH:4])=[O:39])=[CH:30][CH:29]=1. The catalyst class is: 47. (4) Reactant: Br[C:2]1[CH:3]=[C:4]([NH:15][C:16]2[C:17]([C:32]([NH2:34])=[O:33])=[N:18][CH:19]=[C:20]([O:22][C:23]3[CH:28]=[CH:27][CH:26]=[C:25]([N+:29]([O-:31])=[O:30])[CH:24]=3)[N:21]=2)[CH:5]=[CH:6][C:7]=1[N:8]1[CH2:13][CH2:12][N:11]([CH3:14])[CH2:10][CH2:9]1.[CH3:35][N:36]1[CH2:40][CH2:39][CH2:38][C:37]1=O.N1C=CC(B(O)O)=CC=1.C(=O)([O-])[O-].[Na+].[Na+]. Product: [CH3:14][N:11]1[CH2:12][CH2:13][N:8]([C:7]2[CH:6]=[CH:5][C:4]([NH:15][C:16]3[C:17]([C:32]([NH2:34])=[O:33])=[N:18][CH:19]=[C:20]([O:22][C:23]4[CH:28]=[CH:27][CH:26]=[C:25]([N+:29]([O-:31])=[O:30])[CH:24]=4)[N:21]=3)=[CH:3][C:2]=2[C:39]2[CH:40]=[CH:35][N:36]=[CH:37][CH:38]=2)[CH2:9][CH2:10]1. The catalyst class is: 6. (5) Reactant: [CH2:1]([O:8]C1C=CC=CC=1Br)[C:2]1[CH:7]=[CH:6][CH:5]=[CH:4][CH:3]=1.[Mg].II.C([C:23]1[CH:30]=[CH:29][C:26](C=O)=[CH:25][CH:24]=1)C(C)C. Product: [C:23]1([CH:1]([C:2]2[CH:3]=[CH:4][CH:5]=[CH:6][CH:7]=2)[OH:8])[CH:30]=[CH:29][CH:26]=[CH:25][CH:24]=1. The catalyst class is: 7. (6) Reactant: F[C:2]1[CH:7]=[CH:6][CH:5]=[CH:4][C:3]=1[N+:8]([O-:10])=[O:9].[CH2:11]([NH2:18])[C:12]1[CH:17]=[CH:16][CH:15]=[CH:14][CH:13]=1.CCN(C(C)C)C(C)C.O. Product: [CH2:11]([NH:18][C:2]1[CH:7]=[CH:6][CH:5]=[CH:4][C:3]=1[N+:8]([O-:10])=[O:9])[C:12]1[CH:17]=[CH:16][CH:15]=[CH:14][CH:13]=1. The catalyst class is: 3. (7) Reactant: B(Br)(Br)Br.C[O:6][C:7]1[CH:8]=[C:9]([C:15]([C@@H:17]2[C@:26]3([CH3:27])[C@H:21]([C:22]([CH3:29])([CH3:28])[CH2:23][CH2:24][CH2:25]3)[CH2:20][C@H:19]([CH2:30][N:31]3[CH:35]=[N:34][CH:33]=[N:32]3)[C@H:18]2[CH3:36])=[O:16])[CH:10]=[C:11]([O:13]C)[CH:12]=1. The catalyst class is: 2. Product: [CH3:36][C@@H:18]1[C@@H:19]([CH2:30][N:31]2[CH:35]=[N:34][CH:33]=[N:32]2)[CH2:20][C@@H:21]2[C@:26]([CH3:27])([CH2:25][CH2:24][CH2:23][C:22]2([CH3:28])[CH3:29])[C@H:17]1[C:15]([C:9]1[CH:8]=[C:7]([OH:6])[CH:12]=[C:11]([OH:13])[CH:10]=1)=[O:16].